Dataset: Forward reaction prediction with 1.9M reactions from USPTO patents (1976-2016). Task: Predict the product of the given reaction. (1) Given the reactants C([O:4][C@@H:5]1[C@@H:10]([O:11]C(=O)C)[C@H:9]([O:15]C(=O)C)[C@@H:8]([CH2:19][O:20]C(=O)C)[O:7][C@H:6]1[O:24][C:25]1[CH:26]=[N:27][CH:28]=[CH:29][C:30]=1[CH2:31][C:32]1[CH:37]=[CH:36][C:35]([CH2:38][CH2:39][O:40]C(=O)C2C=CC=CC=2)=[CH:34][CH:33]=1)(=O)C.C[O-].[Na+], predict the reaction product. The product is: [C@@H:6]1([O:24][C:25]2[CH:26]=[N:27][CH:28]=[CH:29][C:30]=2[CH2:31][C:32]2[CH:33]=[CH:34][C:35]([CH2:38][CH2:39][OH:40])=[CH:36][CH:37]=2)[O:7][C@H:8]([CH2:19][OH:20])[C@@H:9]([OH:15])[C@H:10]([OH:11])[C@H:5]1[OH:4]. (2) Given the reactants [CH3:1][O:2][C:3]1[CH:12]=[C:11]2[C:6]([N:7]=[C:8]([CH3:30])[C:9](=[O:29])[N:10]2[CH2:13][CH2:14][N:15]2[CH2:20][CH2:19][CH:18]([NH:21]C(=O)OC(C)(C)C)[CH2:17][CH2:16]2)=[CH:5][CH:4]=1.FC(F)(F)C(O)=O.NC1CCN(CCN2C3C(=CC=C(F)C=3)N=CC2=O)CC1, predict the reaction product. The product is: [NH2:21][CH:18]1[CH2:17][CH2:16][N:15]([CH2:14][CH2:13][N:10]2[C:11]3[C:6](=[CH:5][CH:4]=[C:3]([O:2][CH3:1])[CH:12]=3)[N:7]=[C:8]([CH3:30])[C:9]2=[O:29])[CH2:20][CH2:19]1. (3) Given the reactants [CH2:1]([N:8]1[CH2:16][C:15]2[C:10](=[CH:11][CH:12]=[C:13](Br)[CH:14]=2)[CH2:9]1)[C:2]1[CH:7]=[CH:6][CH:5]=[CH:4][CH:3]=1.[CH3:18][C@@H:19]1[CH2:24][C:23](=[O:25])[CH2:22][C@H:21]([CH3:26])[O:20]1, predict the reaction product. The product is: [CH2:1]([N:8]1[CH2:16][C:15]2[C:10](=[CH:11][CH:12]=[C:13]([C:23]3([OH:25])[CH2:22][C@@H:21]([CH3:26])[O:20][C@@H:19]([CH3:18])[CH2:24]3)[CH:14]=2)[CH2:9]1)[C:2]1[CH:7]=[CH:6][CH:5]=[CH:4][CH:3]=1. (4) Given the reactants [Cl:1][C:2]1[N:7]=[C:6]([C:8]2[S:12][C:11]([N:13]3[CH2:18][CH2:17][O:16][CH2:15][CH2:14]3)=[N:10][C:9]=2[C:19]2[C:20]([F:27])=[C:21]([CH:23]=[CH:24][C:25]=2[F:26])[NH2:22])[CH:5]=[CH:4][N:3]=1.[F:28][C:29]1[CH:34]=[CH:33][CH:32]=[C:31]([F:35])[C:30]=1[S:36](Cl)(=[O:38])=[O:37], predict the reaction product. The product is: [Cl:1][C:2]1[N:7]=[C:6]([C:8]2[S:12][C:11]([N:13]3[CH2:14][CH2:15][O:16][CH2:17][CH2:18]3)=[N:10][C:9]=2[C:19]2[C:20]([F:27])=[C:21]([NH:22][S:36]([C:30]3[C:31]([F:35])=[CH:32][CH:33]=[CH:34][C:29]=3[F:28])(=[O:38])=[O:37])[CH:23]=[CH:24][C:25]=2[F:26])[CH:5]=[CH:4][N:3]=1.